Dataset: CYP1A2 inhibition data for predicting drug metabolism from PubChem BioAssay. Task: Regression/Classification. Given a drug SMILES string, predict its absorption, distribution, metabolism, or excretion properties. Task type varies by dataset: regression for continuous measurements (e.g., permeability, clearance, half-life) or binary classification for categorical outcomes (e.g., BBB penetration, CYP inhibition). Dataset: cyp1a2_veith. (1) The molecule is Cc1c2oc3c(C)ccc(C(=O)N[C@@H]4C(=O)N[C@@H](C(C)C)C(=O)N5CCC[C@@H]5C(=O)N(C)CC(=O)N(C)[C@@H](C(C)C)C(=O)O[C@H]4C)c3nc-2c(C(=O)N[C@@H]2C(=O)N[C@@H](C(C)C)C(=O)N3CCC[C@@H]3C(=O)N(C)CC(=O)N(C)[C@@H](C(C)C)C(=O)O[C@H]2C)c(N)c1=O. The result is 0 (non-inhibitor). (2) The result is 0 (non-inhibitor). The molecule is CO[C@@H]1COC(=O)[C@H](C)NC(=O)[C@@H](C)COC(=O)CCC[C@H]1C. (3) The drug is CC(=O)Nc1ccc(-c2cc(-c3ccc(NC(C)=O)cc3)nc(-c3ccccc3)n2)cc1. The result is 0 (non-inhibitor). (4) The drug is COC(=O)[C@@]1(Cc2ccc(F)cc2)[C@H]2c3cc(C(=O)N(C)C)n(CCc4ccccn4)c3C[C@H]2CN1C(=O)c1ccccc1. The result is 0 (non-inhibitor). (5) The molecule is CCOC(=O)c1c2ccc(OCC(=O)N/N=C/c3ccc(Cl)cc3)cc2n2ccccc12. The result is 1 (inhibitor). (6) The drug is CN1[C@H]2CC[C@@H]1CC(O)C2. The result is 0 (non-inhibitor). (7) The compound is CN(C(=O)Cc1ccc(Cl)c(Cl)c1)[C@@H](CN1CCCC1)c1cccc(OCC(=O)O)c1. The result is 0 (non-inhibitor). (8) The drug is COc1ccc([N+](=O)[O-])cc1NC1C2CC3CC(C2)CC1C3. The result is 0 (non-inhibitor). (9) The drug is COc1cc2c(cc1OC)C(C(=O)N1CCOCC1)C(c1cccs1)N(C)C2=O. The result is 0 (non-inhibitor).